This data is from Full USPTO retrosynthesis dataset with 1.9M reactions from patents (1976-2016). The task is: Predict the reactants needed to synthesize the given product. (1) Given the product [CH3:7][C@@H:6]1[C@H:2]([O:1][S:22]([CH3:25])(=[O:24])=[O:23])[CH2:3][N:4]([C:8]([O:10][C:11]([CH3:13])([CH3:12])[CH3:14])=[O:9])[CH2:5]1, predict the reactants needed to synthesize it. The reactants are: [OH:1][CH:2]1[CH:6]([CH3:7])[CH2:5][N:4]([C:8]([O:10][C:11]([CH3:14])([CH3:13])[CH3:12])=[O:9])[CH2:3]1.C(N(CC)CC)C.[S:22](Cl)([CH3:25])(=[O:24])=[O:23]. (2) Given the product [C:41]([C:39]1[O:38][N:37]=[C:36]([NH:35][C:34]([NH:1][C:2]2[CH:3]=[CH:4][C:5]([C:8]3[C:16]4[C:11](=[N:12][C:13]([NH:17][CH2:18][CH2:19][N:20]5[CH2:21][CH2:22][O:23][CH2:24][CH2:25]5)=[N:14][CH:15]=4)[N:10]([CH3:26])[N:9]=3)=[CH:6][CH:7]=2)=[O:33])[CH:40]=1)([CH3:44])([CH3:42])[CH3:43], predict the reactants needed to synthesize it. The reactants are: [NH2:1][C:2]1[CH:7]=[CH:6][C:5]([C:8]2[C:16]3[C:11](=[N:12][C:13]([NH:17][CH2:18][CH2:19][N:20]4[CH2:25][CH2:24][O:23][CH2:22][CH2:21]4)=[N:14][CH:15]=3)[N:10]([CH3:26])[N:9]=2)=[CH:4][CH:3]=1.C1([O:33][C:34](=O)[NH:35][C:36]2[CH:40]=[C:39]([C:41]([CH3:44])([CH3:43])[CH3:42])[O:38][N:37]=2)C=CC=CC=1.C(N(CC)CC)C. (3) Given the product [N+:23]([C:20]1[CH:19]=[CH:18][C:17]([CH2:16][C@H:13]([NH:12][CH2:11][C@H:9]([OH:10])[CH2:8][O:1][C:2]2[CH:7]=[CH:6][CH:5]=[CH:4][CH:3]=2)[CH2:14][OH:15])=[CH:22][CH:21]=1)([O-:25])=[O:24], predict the reactants needed to synthesize it. The reactants are: [O:1]([CH2:8][C@@H:9]1[CH2:11][O:10]1)[C:2]1[CH:7]=[CH:6][CH:5]=[CH:4][CH:3]=1.[NH2:12][C@@H:13]([CH2:16][C:17]1[CH:22]=[CH:21][C:20]([N+:23]([O-:25])=[O:24])=[CH:19][CH:18]=1)[CH2:14][OH:15]. (4) Given the product [CH3:27][C:26]#[C:25][CH2:24][N:20]1[C:19]([N:28]2[CH2:29][C@H:30]([NH2:34])[CH2:31][CH2:32][CH2:33]2)=[N:18][C:17]2[N:16]([CH3:46])[C:14]([N:13]([CH2:12][C:4]3[N:3]=[C:2]([CH3:1])[C:11]4[CH:10]=[CH:9][CH:8]=[CH:7][C:6]=4[N:5]=3)[C:22](=[O:23])[C:21]1=2)=[O:15], predict the reactants needed to synthesize it. The reactants are: [CH3:1][C:2]1[C:11]2[C:6](=[CH:7][CH:8]=[CH:9][CH:10]=2)[N:5]=[C:4]([CH2:12][N:13]2[C:22](=[O:23])[C:21]3[N:20]([CH2:24][C:25]#[C:26][CH3:27])[C:19]([N:28]4[CH2:33][CH2:32][CH2:31][C@@H:30]([N:34]5C(=O)C6=CC(C)=CC=C6C5=O)[CH2:29]4)=[N:18][C:17]=3[N:16]([CH3:46])[C:14]2=[O:15])[N:3]=1.C(CN)O. (5) Given the product [CH2:1]([O:4][C:5]1([CH3:38])[CH2:10][CH2:9][N:8]([C:11]2[C:12]3[N:13]([N:28]=[C:29]([C:31]4[CH:36]=[CH:35][CH:34]=[C:33]([Br:37])[CH:32]=4)[CH:30]=3)[CH:14]=[C:15]([CH3:27])[C:16]=2[C@H:17]([O:22][C:23]([CH3:26])([CH3:25])[CH3:24])[C:18]([OH:20])=[O:19])[CH2:7][CH2:6]1)[CH:2]=[CH2:3], predict the reactants needed to synthesize it. The reactants are: [CH2:1]([O:4][C:5]1([CH3:38])[CH2:10][CH2:9][N:8]([C:11]2[C:12]3[N:13]([N:28]=[C:29]([C:31]4[CH:36]=[CH:35][CH:34]=[C:33]([Br:37])[CH:32]=4)[CH:30]=3)[CH:14]=[C:15]([CH3:27])[C:16]=2[C@H:17]([O:22][C:23]([CH3:26])([CH3:25])[CH3:24])[C:18]([O:20]C)=[O:19])[CH2:7][CH2:6]1)[CH:2]=[CH2:3].[OH-].[Na+]. (6) Given the product [CH3:14][C:13]([CH3:15])([CH3:16])[C@@H:11]([N:7]1[CH2:6][CH2:5][C@@:4]([C:17]2[CH:18]=[CH:19][C:20]([F:23])=[CH:21][CH:22]=2)([CH2:1][CH2:2][CH2:3][OH:28])[O:9][C:8]1=[O:10])[CH3:12], predict the reactants needed to synthesize it. The reactants are: [CH2:1]([C@@:4]1([C:17]2[CH:22]=[CH:21][C:20]([F:23])=[CH:19][CH:18]=2)[O:9][C:8](=[O:10])[N:7]([C@H:11]([C:13]([CH3:16])([CH3:15])[CH3:14])[CH3:12])[CH2:6][CH2:5]1)[CH:2]=[CH2:3].B.C1C[O:28]CC1.[OH-].[Na+].OO.Cl. (7) Given the product [Cl:1][C:2]1[C:10]([O:11][CH3:12])=[CH:9][CH:8]=[C:7]2[C:3]=1[CH2:4][CH:5]([CH2:14][C:15]1[CH:20]=[CH:19][C:18]([S:21][C:22]([F:23])([F:24])[F:25])=[CH:17][CH:16]=1)[C:6]2=[O:13], predict the reactants needed to synthesize it. The reactants are: [Cl:1][C:2]1[C:10]([O:11][CH3:12])=[CH:9][CH:8]=[C:7]2[C:3]=1[CH2:4]/[C:5](=[CH:14]\[C:15]1[CH:20]=[CH:19][C:18]([S:21][C:22]([F:25])([F:24])[F:23])=[CH:17][CH:16]=1)/[C:6]2=[O:13]. (8) Given the product [CH2:1]([N:8]([CH3:30])[C:9]1[C:17]2[S:16][C:15]([NH:18][C:19](=[O:27])[C:20]3[CH:25]=[CH:24][N:23]=[C:22]([N:31]4[CH2:36][CH2:35][O:34][CH2:33][CH2:32]4)[CH:21]=3)=[N:14][C:13]=2[C:12]([O:28][CH3:29])=[CH:11][CH:10]=1)[C:2]1[CH:7]=[CH:6][CH:5]=[CH:4][CH:3]=1, predict the reactants needed to synthesize it. The reactants are: [CH2:1]([N:8]([CH3:30])[C:9]1[C:17]2[S:16][C:15]([NH:18][C:19](=[O:27])[C:20]3[CH:25]=[CH:24][N:23]=[C:22](Br)[CH:21]=3)=[N:14][C:13]=2[C:12]([O:28][CH3:29])=[CH:11][CH:10]=1)[C:2]1[CH:7]=[CH:6][CH:5]=[CH:4][CH:3]=1.[NH:31]1[CH2:36][CH2:35][O:34][CH2:33][CH2:32]1.C(=O)([O-])[O-].[Cs+].[Cs+]. (9) Given the product [Si:1]([O:8][CH:9]([CH2:20][O:21][C:22]1[CH:27]=[CH:26][CH:25]=[C:24]([C:28]2[N:33]=[C:32]([C:34]3[C:35]([CH3:40])=[N:36][O:37][C:38]=3[CH3:39])[C:31]([CH2:41][OH:42])=[C:30]([NH:43][CH:44]3[CH2:45][CH2:46][O:47][CH2:48][CH2:49]3)[N:29]=2)[CH:23]=1)[CH2:10][N:11]([CH3:19])[C:12](=[O:18])[O:13][C:14]([CH3:15])([CH3:16])[CH3:17])([C:4]([CH3:6])([CH3:7])[CH3:5])([CH3:3])[CH3:2], predict the reactants needed to synthesize it. The reactants are: [Si:1]([O:8][CH:9]([CH2:20][O:21][C:22]1[CH:27]=[CH:26][CH:25]=[C:24]([C:28]2[N:33]=[C:32]([C:34]3[C:35]([CH3:40])=[N:36][O:37][C:38]=3[CH3:39])[C:31]([CH:41]=[O:42])=[C:30]([NH:43][CH:44]3[CH2:49][CH2:48][O:47][CH2:46][CH2:45]3)[N:29]=2)[CH:23]=1)[CH2:10][N:11]([CH3:19])[C:12](=[O:18])[O:13][C:14]([CH3:17])([CH3:16])[CH3:15])([C:4]([CH3:7])([CH3:6])[CH3:5])([CH3:3])[CH3:2].[BH4-].[Na+].